From a dataset of NCI-60 drug combinations with 297,098 pairs across 59 cell lines. Regression. Given two drug SMILES strings and cell line genomic features, predict the synergy score measuring deviation from expected non-interaction effect. Drug 1: CCC1=CC2CC(C3=C(CN(C2)C1)C4=CC=CC=C4N3)(C5=C(C=C6C(=C5)C78CCN9C7C(C=CC9)(C(C(C8N6C)(C(=O)OC)O)OC(=O)C)CC)OC)C(=O)OC.C(C(C(=O)O)O)(C(=O)O)O. Drug 2: CC1OCC2C(O1)C(C(C(O2)OC3C4COC(=O)C4C(C5=CC6=C(C=C35)OCO6)C7=CC(=C(C(=C7)OC)O)OC)O)O. Cell line: HCC-2998. Synergy scores: CSS=47.1, Synergy_ZIP=-7.52, Synergy_Bliss=-7.78, Synergy_Loewe=-9.93, Synergy_HSA=-4.72.